From a dataset of Forward reaction prediction with 1.9M reactions from USPTO patents (1976-2016). Predict the product of the given reaction. (1) Given the reactants [C:1]([O:4][C@H:5]([CH3:20])[CH2:6][CH2:7][CH2:8][CH2:9][N:10]1[C:15](=[O:16])[CH:14]=[C:13]([NH2:17])[N:12]([CH3:18])[C:11]1=[O:19])(=[O:3])[CH3:2].[N:21]([O-])=O.[Na+].S(S([O-])=O)([O-])=O.[Na+].[Na+], predict the reaction product. The product is: [C:1]([O:4][C@H:5]([CH3:20])[CH2:6][CH2:7][CH2:8][CH2:9][N:10]1[C:15](=[O:16])[C:14]([NH2:21])=[C:13]([NH2:17])[N:12]([CH3:18])[C:11]1=[O:19])(=[O:3])[CH3:2]. (2) Given the reactants [CH3:1][C:2]1([CH3:11])[CH2:7][C:6](=O)[CH2:5][C:4]([CH3:10])([CH3:9])[O:3]1.C1(C)C=CC(S(C[N+]#[C-])(=O)=O)=CC=1.[C:25]([OH:29])(C)(C)C.CC(C)([O-:33])C.[K+], predict the reaction product. The product is: [CH3:1][C:2]1([CH3:11])[CH2:7][CH:6]([C:25]([OH:29])=[O:33])[CH2:5][C:4]([CH3:10])([CH3:9])[O:3]1.